From a dataset of Forward reaction prediction with 1.9M reactions from USPTO patents (1976-2016). Predict the product of the given reaction. (1) Given the reactants [Br:1][C:2]1[CH:3]=[C:4]([CH:7]2[O:11][CH2:10][CH2:9][O:8]2)[S:5][CH:6]=1.[O:12]1CCC[CH2:13]1.C([N-]C(C)C)(C)C.[Li+].CN(C)C=O, predict the reaction product. The product is: [Br:1][C:2]1[CH:3]=[C:4]([CH:7]2[O:11][CH2:10][CH2:9][O:8]2)[S:5][C:6]=1[CH:13]=[O:12]. (2) Given the reactants [Br:1][C:2]1[CH:7]=[CH:6][C:5](/[C:8](=[N:22]\[O:23][CH2:24][CH3:25])/[CH:9]2[CH2:14][CH2:13][N:12]([C:15]3([CH3:21])[CH2:20][CH2:19][NH:18][CH2:17][CH2:16]3)[CH2:11][CH2:10]2)=[CH:4][CH:3]=1.[CH2:26]([N:28]1[C:36]2[C:31](=[CH:32][C:33]([C:37](O)=[O:38])=[CH:34][CH:35]=2)[CH:30]=[CH:29]1)[CH3:27].CCN(CC)CC.CN(C(ON1N=NC2C=CC=NC1=2)=[N+](C)C)C.F[P-](F)(F)(F)(F)F, predict the reaction product. The product is: [Br:1][C:2]1[CH:7]=[CH:6][C:5](/[C:8](=[N:22]\[O:23][CH2:24][CH3:25])/[CH:9]2[CH2:10][CH2:11][N:12]([C:15]3([CH3:21])[CH2:20][CH2:19][N:18]([C:37]([C:33]4[CH:32]=[C:31]5[C:36](=[CH:35][CH:34]=4)[N:28]([CH2:26][CH3:27])[CH:29]=[CH:30]5)=[O:38])[CH2:17][CH2:16]3)[CH2:13][CH2:14]2)=[CH:4][CH:3]=1. (3) The product is: [NH2:41][C:42]1([C:46]2[CH:47]=[CH:48][C:49]([C:52]3[C:53]([C:65]4[CH:66]=[CH:67][CH:68]=[CH:69][CH:70]=4)=[CH:54][C:55]4[N:61]([CH3:62])[C:60](=[O:63])[CH2:59][CH2:58][NH:57][C:56]=4[N:64]=3)=[CH:50][CH:51]=2)[CH2:43][CH2:44][CH2:45]1. Given the reactants N1C=CN=C1CN1C(=O)COC2N=C(C3C=CC(C4(N)CCC4)=CC=3)C(C3C=CC=CC=3)=CC1=2.C(OC(=O)[NH:41][C:42]1([C:46]2[CH:51]=[CH:50][C:49]([C:52]3[C:53]([C:65]4[CH:70]=[CH:69][CH:68]=[CH:67][CH:66]=4)=[CH:54][C:55]4[N:61]([CH3:62])[C:60](=[O:63])[CH2:59][CH2:58][NH:57][C:56]=4[N:64]=3)=[CH:48][CH:47]=2)[CH2:45][CH2:44][CH2:43]1)(C)(C)C, predict the reaction product. (4) The product is: [C:1]([O:5][C:6](=[O:15])[NH:7][CH2:8][CH2:9][C:10]1[N:14]([CH2:23][CH2:24][F:25])[N:13]=[N:12][N:11]=1)([CH3:4])([CH3:2])[CH3:3]. Given the reactants [C:1]([O:5][C:6](=[O:15])[NH:7][CH2:8][CH2:9][C:10]1[NH:14][N:13]=[N:12][N:11]=1)([CH3:4])([CH3:3])[CH3:2].C(=O)([O-])[O-].[Cs+].[Cs+].Br[CH2:23][CH2:24][F:25], predict the reaction product. (5) Given the reactants [OH:1][C:2]1[CH:9]=[C:8]([O:10][CH3:11])[CH:7]=[CH:6][C:3]=1[CH:4]=O.Br[CH2:13][C:14]#[N:15].C(=O)([O-])[O-].[K+].[K+].N12CCCN=C1CCCCC2, predict the reaction product. The product is: [CH3:11][O:10][C:8]1[CH:7]=[CH:6][C:3]2[CH:4]=[C:13]([C:14]#[N:15])[O:1][C:2]=2[CH:9]=1.